From a dataset of Forward reaction prediction with 1.9M reactions from USPTO patents (1976-2016). Predict the product of the given reaction. (1) Given the reactants [CH:1]1([NH2:7])[CH2:6][CH2:5][CH2:4][CH2:3][CH2:2]1.[C:8]1([C:14]2[N:15]=[C:16]([C:26](O)=[O:27])[N:17]([CH3:25])[C:18]=2[C:19]2[CH:24]=[CH:23][CH:22]=[CH:21][CH:20]=2)[CH:13]=[CH:12][CH:11]=[CH:10][CH:9]=1, predict the reaction product. The product is: [CH:1]1([NH:7][C:26]([C:16]2[N:17]([CH3:25])[C:18]([C:19]3[CH:24]=[CH:23][CH:22]=[CH:21][CH:20]=3)=[C:14]([C:8]3[CH:13]=[CH:12][CH:11]=[CH:10][CH:9]=3)[N:15]=2)=[O:27])[CH2:6][CH2:5][CH2:4][CH2:3][CH2:2]1. (2) The product is: [CH3:20][S:28][C:27]([NH:1][CH2:2][CH2:3][CH2:4][NH:5][C:6](=[O:12])[O:7][C:8]([CH3:9])([CH3:11])[CH3:10])=[S:29]. Given the reactants [NH2:1][CH2:2][CH2:3][CH2:4][NH:5][C:6](=[O:12])[O:7][C:8]([CH3:11])([CH3:10])[CH3:9].C(N(CC)CC)C.[CH3:20]I.C(=O)([O-])O.[Na+].[C:27](=[S:29])=[S:28], predict the reaction product. (3) Given the reactants [F:1][C:2]1[CH:10]=[C:9]2[C:5]([CH2:6][CH2:7][N:8]2[CH:11]2[CH2:16][CH2:15][NH:14][CH2:13][CH2:12]2)=[CH:4][CH:3]=1.Cl.[Cl:18][C:19]1[N:20]=[N:21][C:22](Cl)=[CH:23][CH:24]=1.CCN(CC)CC, predict the reaction product. The product is: [Cl:18][C:19]1[N:20]=[N:21][C:22]([N:14]2[CH2:15][CH2:16][CH:11]([N:8]3[C:9]4[C:5](=[CH:4][CH:3]=[C:2]([F:1])[CH:10]=4)[CH2:6][CH2:7]3)[CH2:12][CH2:13]2)=[CH:23][CH:24]=1.